Dataset: hERG potassium channel inhibition data for cardiac toxicity prediction from Karim et al.. Task: Regression/Classification. Given a drug SMILES string, predict its toxicity properties. Task type varies by dataset: regression for continuous values (e.g., LD50, hERG inhibition percentage) or binary classification for toxic/non-toxic outcomes (e.g., AMES mutagenicity, cardiotoxicity, hepatotoxicity). Dataset: herg_karim. (1) The drug is Cc1nccn1C1=NCCC(N2CCC(CCNS(N)(=O)=O)CC2)=N1. The result is 1 (blocker). (2) The drug is N#CC1(NC(=O)[C@@H]2CCCC[C@H]2C(=O)N2CCN(c3nc4c(s3)COCC4)CC2)CC1. The result is 0 (non-blocker). (3) The molecule is Nc1cc(-c2ccncc2)c[nH]c1=O. The result is 0 (non-blocker). (4) The drug is CCOc1cc(CN2CCC(Nc3nc4cc(C(=O)O)ccc4o3)CC2)cc(OCC)c1Cl. The result is 0 (non-blocker). (5) The molecule is C[C@@H](c1ccc(-c2cccc(-c3nnn[nH]3)c2)cc1)[C@H](N)C(=O)N1CC[C@H](F)C1. The result is 0 (non-blocker). (6) The molecule is COc1cc(-c2cn(C3CCc4ccccc4N(CC(F)F)C3=O)nn2)ccc1-n1cnc(C)c1. The result is 1 (blocker).